From a dataset of Full USPTO retrosynthesis dataset with 1.9M reactions from patents (1976-2016). Predict the reactants needed to synthesize the given product. (1) Given the product [C:24]([O:23][C:21]([C:20]1[CH:19]=[CH:18][C:17]([NH:16][C:2]2[C:7]([C:8]([O:10][CH2:11][CH3:12])=[O:9])=[C:6]([CH3:13])[N:5]=[C:4]([S:14][CH3:15])[N:3]=2)=[CH:29][CH:28]=1)=[O:22])([CH3:27])([CH3:25])[CH3:26], predict the reactants needed to synthesize it. The reactants are: Cl[C:2]1[C:7]([C:8]([O:10][CH2:11][CH3:12])=[O:9])=[C:6]([CH3:13])[N:5]=[C:4]([S:14][CH3:15])[N:3]=1.[NH2:16][C:17]1[CH:29]=[CH:28][C:20]([C:21]([O:23][C:24]([CH3:27])([CH3:26])[CH3:25])=[O:22])=[CH:19][CH:18]=1.C(N(CC)C(C)C)(C)C. (2) Given the product [CH2:1]([C:8]1[CH:15]=[CH:14][CH:13]=[CH:12][C:9]=1[CH2:10][CH:25]=[CH:24][C:23]1[CH:45]=[CH:46][C:20]([C:17]([OH:19])=[O:18])=[CH:21][CH:22]=1)[C:2]1[CH:7]=[CH:6][CH:5]=[CH:4][CH:3]=1.[CH2:1]([C:8]1[CH:15]=[CH:14][CH:13]=[CH:12][C:9]=1[CH:10]=[O:11])[C:2]1[CH:3]=[CH:4][CH:5]=[CH:6][CH:7]=1.[CH2:1]([C:8]1[CH:15]=[CH:14][CH:13]=[CH:12][C:9]=1[C:10]([OH:18])=[O:11])[C:2]1[CH:3]=[CH:4][CH:5]=[CH:6][CH:7]=1, predict the reactants needed to synthesize it. The reactants are: [CH2:1]([C:8]1[CH:15]=[CH:14][CH:13]=[CH:12][C:9]=1[CH:10]=[O:11])[C:2]1[CH:7]=[CH:6][CH:5]=[CH:4][CH:3]=1.[Br-].[C:17]([C:20]1[CH:46]=[CH:45][C:23]([CH2:24][CH2:25][P+](C2C=CC=CC=2)(C2C=CC=CC=2)C2C=CC=CC=2)=[CH:22][CH:21]=1)([OH:19])=[O:18].